This data is from Reaction yield outcomes from USPTO patents with 853,638 reactions. The task is: Predict the reaction yield, written as a fraction of the theoretical maximum amount of product (1.0 means a 100% yield; for example, 0.34 means a 34% yield). (1) The reactants are Cl[C:2]1[N:11]=[C:10](Cl)[C:9]2[C:4](=[CH:5][CH:6]=[CH:7][CH:8]=2)[N:3]=1.Cl.[CH3:14][O:15][NH2:16].[OH-:17].[Na+]. The catalyst is CCO. The product is [CH3:14][O:15][NH:16][C:10]1[C:9]2[C:4](=[CH:5][CH:6]=[CH:7][CH:8]=2)[NH:3][C:2](=[O:17])[N:11]=1. The yield is 0.360. (2) The reactants are [O:1]1[CH2:3][CH:2]1[CH2:4][O:5][C:6]1[C:18]2[C:17]3[C:12](=[CH:13][CH:14]=[CH:15][CH:16]=3)[NH:11][C:10]=2[CH:9]=[CH:8][CH:7]=1.[CH3:19][O:20][C:21]1[CH:30]=[CH:29][CH:28]=[CH:27][C:22]=1[O:23][CH2:24][CH2:25][NH2:26].[C:31]([OH:40])(=[O:39])[C:32]1[C:33](=[CH:35][CH:36]=[CH:37][CH:38]=1)[OH:34]. The catalyst is CC(O)C. The product is [CH3:19][O:20][C:21]1[CH:30]=[CH:29][CH:28]=[CH:27][C:22]=1[O:23][CH2:24][CH2:25][NH:26][CH2:3][CH:2]([OH:1])[CH2:4][O:5][C:6]1[CH:7]=[CH:8][CH:9]=[C:10]2[NH:11][C:12]3[CH:13]=[CH:14][CH:15]=[CH:16][C:17]=3[C:18]=12.[C:31]([O-:40])(=[O:39])[C:32]1[C:33](=[CH:35][CH:36]=[CH:37][CH:38]=1)[OH:34]. The yield is 0.570. (3) The reactants are [Cl:1][C:2]1[N:7]=[C:6](Cl)[C:5]([CH3:9])=[CH:4][N:3]=1.[CH:10]([C:12]1[CH:13]=[C:14]([CH:16]=[CH:17][CH:18]=1)[NH2:15])=[CH2:11]. No catalyst specified. The product is [Cl:1][C:2]1[N:7]=[C:6]([NH:15][C:14]2[CH:16]=[CH:17][CH:18]=[C:12]([CH:10]=[CH2:11])[CH:13]=2)[C:5]([CH3:9])=[CH:4][N:3]=1. The yield is 0.390. (4) The reactants are [Cl-].O[NH3+:3].[C:4](=[O:7])([O-])[OH:5].[Na+].CS(C)=O.[Si]([O:20][CH2:21][C:22]([CH3:54])([CH3:53])[CH2:23][N:24]1[C:29](=[O:30])[C:28]([CH2:31][C:32]2[CH:37]=[CH:36][C:35]([C:38]3[C:39]([C:44]#[N:45])=[CH:40][CH:41]=[CH:42][CH:43]=3)=[CH:34][CH:33]=2)=[C:27]([CH2:46][CH2:47][CH3:48])[N:26]2[N:49]=[C:50]([CH3:52])[N:51]=[C:25]12)(C(C)(C)C)(C)C. The catalyst is O.C(OCC)(=O)C. The product is [OH:20][CH2:21][C:22]([CH3:53])([CH3:54])[CH2:23][N:24]1[C:29](=[O:30])[C:28]([CH2:31][C:32]2[CH:33]=[CH:34][C:35]([C:38]3[CH:43]=[CH:42][CH:41]=[CH:40][C:39]=3[C:44]3[NH:45][C:4](=[O:7])[O:5][N:3]=3)=[CH:36][CH:37]=2)=[C:27]([CH2:46][CH2:47][CH3:48])[N:26]2[N:49]=[C:50]([CH3:52])[N:51]=[C:25]12. The yield is 0.560.